Predict the product of the given reaction. From a dataset of Forward reaction prediction with 1.9M reactions from USPTO patents (1976-2016). (1) Given the reactants [NH2:1][C:2]1[CH:3]=[C:4]([C:14]2[CH:15]=[N:16][C:17]([C:20]([OH:23])([CH3:22])[CH3:21])=[N:18][CH:19]=2)[CH:5]=[C:6]([CH:9]2[CH2:13][CH2:12][CH2:11][O:10]2)[C:7]=1[NH2:8].[CH2:24]([NH:26][C:27]([NH:29][C:30](SC)=NC(=O)NCC)=[O:28])[CH3:25], predict the reaction product. The product is: [CH2:24]([NH:26][C:27]([NH:29][C:30]1[NH:8][C:7]2[C:6]([CH:9]3[CH2:13][CH2:12][CH2:11][O:10]3)=[CH:5][C:4]([C:14]3[CH:19]=[N:18][C:17]([C:20]([OH:23])([CH3:21])[CH3:22])=[N:16][CH:15]=3)=[CH:3][C:2]=2[N:1]=1)=[O:28])[CH3:25]. (2) Given the reactants [H-].[H-].[H-].[H-].[Li+].[Al+3].[CH3:7][N:8]1[CH2:13][CH2:12][N:11]([C:14](=O)[CH2:15][CH2:16][C:17]2[C:25]3[C:24](=O)[CH2:23][CH2:22][CH2:21][C:20]=3[NH:19][CH:18]=2)[CH2:10][CH2:9]1.O, predict the reaction product. The product is: [CH3:7][N:8]1[CH2:9][CH2:10][N:11]([CH2:14][CH2:15][CH2:16][C:17]2[C:25]3[CH2:24][CH2:23][CH2:22][CH2:21][C:20]=3[NH:19][CH:18]=2)[CH2:12][CH2:13]1. (3) Given the reactants Cl.[CH2:2]([O:9][C:10]1[CH:11]=[C:12]([CH:20]=[CH:21][CH:22]=1)[O:13]C1CCNCC1)[C:3]1[CH:8]=[CH:7][CH:6]=[CH:5][CH:4]=1.C1(O[C:30](=[O:38])[NH:31][C:32]2[CH:37]=[N:36][CH:35]=[CH:34][N:33]=2)C=CC=CC=1, predict the reaction product. The product is: [CH2:2]([O:9][C:10]1[CH:11]=[C:12]([CH:20]=[CH:21][CH:22]=1)[O:13][N:33]1[CH2:34][CH2:35][N:36]([C:30]([NH:31][C:32]2[CH:37]=[N:36][CH:35]=[CH:34][N:33]=2)=[O:38])[CH2:37][CH2:32]1)[C:3]1[CH:4]=[CH:5][CH:6]=[CH:7][CH:8]=1. (4) Given the reactants CN(C)CC(N1C2C(=CC(OC)=C(NC3N4C(=NC5C(C4=O)=C(F)C=C(F)C=5)C4C=CN(S(C5C=CC(C)=CC=5)(=O)=O)C=4N=3)C=2)CC1)=O.C(N)CC.[CH3:53][N:54]([CH3:104])[CH2:55][C:56]([N:58]1[C:66]2[C:61](=[CH:62][C:63]([O:102][CH3:103])=[C:64]([NH:67][C:68]3[N:69]=[C:70]([NH:87][C:88]4[CH:99]=[C:98]([F:100])[CH:97]=[C:96]([F:101])[C:89]=4[C:90]([NH:92][CH2:93][CH2:94][CH3:95])=[O:91])[C:71]4[CH:76]=[CH:75][N:74](S(C5C=CC(C)=CC=5)(=O)=O)[C:72]=4[N:73]=3)[CH:65]=2)[CH2:60][CH2:59]1)=[O:57].[OH-].[Na+], predict the reaction product. The product is: [CH3:104][N:54]([CH3:53])[CH2:55][C:56]([N:58]1[C:66]2[C:61](=[CH:62][C:63]([O:102][CH3:103])=[C:64]([NH:67][C:68]3[NH:73][C:72]4=[N:74][CH:75]=[CH:76][C:71]4=[C:70]([NH:87][C:88]4[CH:99]=[C:98]([F:100])[CH:97]=[C:96]([F:101])[C:89]=4[C:90]([NH:92][CH2:93][CH2:94][CH3:95])=[O:91])[N:69]=3)[CH:65]=2)[CH2:60][CH2:59]1)=[O:57]. (5) Given the reactants [Cl:1][C:2]1[O:6][C:5]([CH:7]([O:10][C:11]2[C:12]([F:21])=[C:13]([C:17]([F:20])=[CH:18][CH:19]=2)[C:14]([NH2:16])=[O:15])[CH2:8][OH:9])=[N:4][C:3]=1[C:22]1[CH:27]=[CH:26][C:25]([C:28]([F:31])([F:30])[F:29])=[CH:24][CH:23]=1.ClC(O[C:37](Cl)=[O:38])(Cl)Cl.CO.C(#[N:44])C, predict the reaction product. The product is: [C:37](=[O:38])([O:9][CH2:8][CH:7]([O:10][C:11]1[CH:19]=[CH:18][C:17]([F:20])=[C:13]([C:14](=[O:15])[NH2:16])[C:12]=1[F:21])[C:5]1[O:6][C:2]([Cl:1])=[C:3]([C:22]2[CH:27]=[CH:26][C:25]([C:28]([F:29])([F:30])[F:31])=[CH:24][CH:23]=2)[N:4]=1)[NH2:44]. (6) Given the reactants [CH2:1]([C:4]1[N:5]([CH2:17][CH2:18][CH2:19][C:20](=O)[CH3:21])[C:6]2[C:15]3[N:14]=[CH:13][CH:12]=[CH:11][C:10]=3[N:9]=[CH:8][C:7]=2[N:16]=1)[CH2:2][CH3:3].[CH2:23]([C:26]1[N:27](CCCC=O)C2C3C=CC=CC=3N=CC=2N=1)CC.[OH-:44].[Na+].[OH-:46].[NH4+:47].[C:48]1(C)C=CC(S(Cl)(=O)=O)=CC=1.C1(S(Cl)(=O)=O)C=CC=CC=1, predict the reaction product. The product is: [NH2:47][C:8]1[C:7]2[N:16]=[C:4]([CH2:1][CH2:2][CH3:3])[N:5]([CH2:17][CH2:18][CH2:19][CH:20]([N:27]([O:46][CH3:48])[C:26](=[O:44])[CH3:23])[CH3:21])[C:6]=2[C:15]2[N:14]=[CH:13][CH:12]=[CH:11][C:10]=2[N:9]=1. (7) Given the reactants [C:1]1([C@@H:7]([CH3:10])[CH2:8]O)[CH:6]=[CH:5][CH:4]=[CH:3][CH:2]=1.[C:11]1(=[O:21])[NH:15][C:14](=[O:16])[C:13]2=[CH:17][CH:18]=[CH:19][CH:20]=[C:12]12.C1(P(C2C=CC=CC=2)C2C=CC=CC=2)C=CC=CC=1.CCOC(/N=N/C(OCC)=O)=O, predict the reaction product. The product is: [C:1]1([C@@H:7]([CH3:10])[CH2:8][N:15]2[C:11](=[O:21])[C:12]3[C:13](=[CH:17][CH:18]=[CH:19][CH:20]=3)[C:14]2=[O:16])[CH:6]=[CH:5][CH:4]=[CH:3][CH:2]=1. (8) Given the reactants [NH2:1][CH2:2][CH:3]([C:5]1([C:9]2[CH:14]=[CH:13][C:12]([Cl:15])=[C:11]([Cl:16])[CH:10]=2)[CH2:8][CH2:7][CH2:6]1)[OH:4].[F:17][CH:18]([CH3:22])[C:19](=O)[CH3:20].[BH-](OC(C)=O)(OC(C)=O)OC(C)=O.[Na+], predict the reaction product. The product is: [Cl:16][C:11]1[CH:10]=[C:9]([C:5]2([CH:3]([OH:4])[CH2:2][NH:1][CH:19]([CH:18]([F:17])[CH3:22])[CH3:20])[CH2:6][CH2:7][CH2:8]2)[CH:14]=[CH:13][C:12]=1[Cl:15]. (9) Given the reactants Br[C:2]1[CH:3]=[C:4]2[C:10]([C@@H:11]([C:13]3[C:18]([O:19][CH2:20][C@@H:21]4[CH2:25][O:24][C:23]([CH3:27])([CH3:26])[O:22]4)=[CH:17][CH:16]=[C:15]([F:28])[C:14]=3[Cl:29])[CH3:12])=[CH:9][N:8]([C:30]([O:32][C:33]([CH3:36])([CH3:35])[CH3:34])=[O:31])[C:5]2=[N:6][CH:7]=1.[CH3:37][N:38]1[C:42]([CH3:43])=[C:41](B(O)O)[CH:40]=[N:39]1.C(=O)([O-])[O-].[K+].[K+].O1CCOCC1, predict the reaction product. The product is: [Cl:29][C:14]1[C:15]([F:28])=[CH:16][CH:17]=[C:18]([O:19][CH2:20][C@@H:21]2[CH2:25][O:24][C:23]([CH3:27])([CH3:26])[O:22]2)[C:13]=1[C@H:11]([C:10]1[C:4]2[C:5](=[N:6][CH:7]=[C:2]([C:41]3[CH:40]=[N:39][N:38]([CH3:37])[C:42]=3[CH3:43])[CH:3]=2)[N:8]([C:30]([O:32][C:33]([CH3:36])([CH3:35])[CH3:34])=[O:31])[CH:9]=1)[CH3:12].